Dataset: Peptide-MHC class I binding affinity with 185,985 pairs from IEDB/IMGT. Task: Regression. Given a peptide amino acid sequence and an MHC pseudo amino acid sequence, predict their binding affinity value. This is MHC class I binding data. (1) The peptide sequence is WYETVKVNY. The MHC is HLA-A03:01 with pseudo-sequence HLA-A03:01. The binding affinity (normalized) is 0.0847. (2) The peptide sequence is WDQMWKCL. The MHC is Mamu-A11 with pseudo-sequence Mamu-A11. The binding affinity (normalized) is 0. (3) The peptide sequence is LLTACTIFY. The MHC is H-2-Dd with pseudo-sequence H-2-Dd. The binding affinity (normalized) is 0.0921. (4) The peptide sequence is EEAIRHVRAW. The MHC is HLA-B44:02 with pseudo-sequence HLA-B44:02. The binding affinity (normalized) is 0.816. (5) The peptide sequence is KIFMLVTAVV. The MHC is HLA-A02:01 with pseudo-sequence HLA-A02:01. The binding affinity (normalized) is 0.442.